Dataset: Catalyst prediction with 721,799 reactions and 888 catalyst types from USPTO. Task: Predict which catalyst facilitates the given reaction. (1) The catalyst class is: 6. Product: [CH2:9]([O:8][C:6]([C:5]1[CH:4]=[N:27][N:26]([C:20]2[C:19]([Cl:18])=[CH:24][C:23]([Cl:25])=[CH:22][N:21]=2)[C:11]=1[CH3:13])=[O:7])[CH3:10]. Reactant: C(O[CH:4]=[C:5]([C:11]([CH3:13])=O)[C:6]([O:8][CH2:9][CH3:10])=[O:7])C.Cl.C(O)C.[Cl:18][C:19]1[C:20]([NH:26][NH2:27])=[N:21][CH:22]=[C:23]([Cl:25])[CH:24]=1. (2) Reactant: [CH3:1][O:2][C:3]1[CH:26]=[CH:25][C:6]([CH2:7][N:8]2[C:13]3[S:14][C:15]4[CH2:20][NH:19][CH2:18][CH2:17][C:16]=4[C:12]=3[C:11]3=[N:21][CH:22]=[N:23][N:10]3[C:9]2=[O:24])=[CH:5][CH:4]=1.F[C:28]1[CH:33]=[CH:32][CH:31]=[CH:30][N:29]=1. Product: [CH3:1][O:2][C:3]1[CH:4]=[CH:5][C:6]([CH2:7][N:8]2[C:13]3[S:14][C:15]4[CH2:20][N:19]([C:28]5[CH:33]=[CH:32][CH:31]=[CH:30][N:29]=5)[CH2:18][CH2:17][C:16]=4[C:12]=3[C:11]3=[N:21][CH:22]=[N:23][N:10]3[C:9]2=[O:24])=[CH:25][CH:26]=1. The catalyst class is: 3. (3) Reactant: N[C:2]1[CH:7]=[C:6]([C:8]([CH3:11])([CH3:10])[CH3:9])[CH:5]=[CH:4][N:3]=1.[BrH:12].BrBr.N([O-])=O.[Na+].[OH-].[Na+]. Product: [Br:12][C:2]1[CH:7]=[C:6]([C:8]([CH3:11])([CH3:10])[CH3:9])[CH:5]=[CH:4][N:3]=1. The catalyst class is: 69.